From a dataset of Reaction yield outcomes from USPTO patents with 853,638 reactions. Predict the reaction yield, written as a fraction of the theoretical maximum amount of product (1.0 means a 100% yield; for example, 0.34 means a 34% yield). (1) The reactants are [C:1](Cl)(=[O:5])[C:2](Cl)=[O:3].[NH2:7][C:8]1[CH:17]=[CH:16][C:11]2[N:12]=[C:13]([CH3:15])[S:14][C:10]=2[CH:9]=1.C([N:20]([CH2:23][CH3:24])[CH2:21][CH3:22])C. The catalyst is O1CCOCC1. The product is [CH3:15][C:13]1[S:14][C:10]2[CH:9]=[C:8]([NH:7][C:2]([C:1]([NH:7][C:8]3[CH:17]=[CH:24][C:23]4[N:20]=[C:21]([CH3:22])[S:14][C:10]=4[CH:9]=3)=[O:5])=[O:3])[CH:17]=[CH:16][C:11]=2[N:12]=1. The yield is 0.690. (2) The reactants are [CH3:1][C:2]1[N:7]=[C:6]([NH:8][S:9]([C:12]2[CH:17]=[CH:16][C:15]([C:18]3[CH:23]=[CH:22][C:21]([C:24]#[N:25])=[CH:20][CH:19]=3)=[CH:14][C:13]=2[O:26]C)(=[O:11])=[O:10])[CH:5]=[CH:4][CH:3]=1.B(Br)(Br)Br. The catalyst is C(Cl)Cl. The product is [CH3:1][C:2]1[N:7]=[C:6]([NH:8][S:9]([C:12]2[CH:17]=[CH:16][C:15]([C:18]3[CH:23]=[CH:22][C:21]([C:24]#[N:25])=[CH:20][CH:19]=3)=[CH:14][C:13]=2[OH:26])(=[O:11])=[O:10])[CH:5]=[CH:4][CH:3]=1. The yield is 0.650. (3) The reactants are [Cl:1][C:2]1[CH:3]=[CH:4][C:5]([O:18][C:19]2[CH:24]=[C:23]([F:25])[C:22]([S:26](=[O:45])(=[O:44])[N:27](CC3C=CC(OC)=CC=3OC)[C:28]3[S:29][CH:30]=[CH:31][N:32]=3)=[CH:21][C:20]=2[Cl:46])=[C:6]([CH2:8][CH2:9][CH2:10][NH:11][CH2:12][C:13]([O:15][CH2:16][CH3:17])=[O:14])[CH:7]=1.Cl.CCCCC. The catalyst is ClCCl.C(OCC)(=O)C. The product is [Cl:1][C:2]1[CH:3]=[CH:4][C:5]([O:18][C:19]2[CH:24]=[C:23]([F:25])[C:22]([S:26](=[O:44])(=[O:45])[NH:27][C:28]3[S:29][CH:30]=[CH:31][N:32]=3)=[CH:21][C:20]=2[Cl:46])=[C:6]([CH2:8][CH2:9][CH2:10][NH:11][CH2:12][C:13]([O:15][CH2:16][CH3:17])=[O:14])[CH:7]=1. The yield is 0.163. (4) The catalyst is CCO. The yield is 0.349. The reactants are [CH3:1][N:2]([CH2:4][C:5]([NH:7][NH2:8])=O)[CH3:3].Cl.C([O-])([O-])=O.[Cs+].[Cs+].[CH3:16][N:17]=[C:18]=[S:19]. The product is [CH3:1][N:2]([CH2:4][C:5]1[N:17]([CH3:16])[C:18]([SH:19])=[N:8][N:7]=1)[CH3:3]. (5) The reactants are [C:1](=[O:6])(OC)[O:2][CH3:3].[CH3:7][N:8]1[CH2:12][CH2:11][CH2:10][CH:9]1[C:13]1[CH:18]([Si](C)(C)C)[CH:17]=[CH:16][N:15]([Si](C)(C)C)[CH:14]=1.CCCC[N+](CCCC)(CCCC)CCCC.[F-]. The catalyst is C1COCC1. The product is [CH3:3][O:2][C:1]([N:15]1[CH:16]=[CH:17][CH2:18][C:13]([CH:9]2[CH2:10][CH2:11][CH2:12][N:8]2[CH3:7])=[CH:14]1)=[O:6]. The yield is 0.910. (6) The reactants are [Cl:1][C:2]1[CH:7]=[CH:6][C:5]([O:8][C:9]([N:11]2[C:19]3[C:14](=[CH:15][C:16]([C:21]#[C:22][CH2:23][CH2:24][CH2:25]OS(C)(=O)=O)=[C:17]([F:20])[CH:18]=3)[CH2:13][CH2:12]2)=[O:10])=[CH:4][CH:3]=1.C[CH:32]=[CH:33][CH2:34][NH2:35].[OH-].[Na+].[CH3:38]N(C=O)C. No catalyst specified. The product is [Cl:1][C:2]1[CH:7]=[CH:6][C:5]([O:8][C:9]([N:11]2[C:19]3[C:14](=[CH:15][C:16]([C:21]#[C:22][CH2:23][CH2:24][CH2:25][N:35]([CH2:34][CH:33]=[CH2:32])[CH3:38])=[C:17]([F:20])[CH:18]=3)[CH2:13][CH2:12]2)=[O:10])=[CH:4][CH:3]=1. The yield is 0.670. (7) The reactants are [CH3:1][N:2]1[CH:6]=[CH:5][CH:4]=[C:3]1[C:7]#[N:8].C(OB(OC(C)C)OC(C)C)(C)C.C([N-]C(C)C)(C)C.[Li+].Br[C:31]1[CH:32]=[CH:33][C:34]2[NH:43][C:42](=[O:44])[O:41][C:37]3([CH2:40][CH2:39][CH2:38]3)[C:35]=2[CH:36]=1.C(=O)([O-])[O-].[K+].[K+].[Cl-].[NH4+]. The catalyst is C1COCC1.O. The product is [CH3:1][N:2]1[C:6]([C:31]2[CH:32]=[CH:33][C:34]3[NH:43][C:42](=[O:44])[O:41][C:37]4([CH2:40][CH2:39][CH2:38]4)[C:35]=3[CH:36]=2)=[CH:5][CH:4]=[C:3]1[C:7]#[N:8]. The yield is 0.790. (8) The reactants are [OH:1][C:2]1[CH:11]=[CH:10][C:9]([N:12]([CH2:28][C:29]2[CH:34]=[CH:33][C:32]([O:35][CH3:36])=[CH:31][CH:30]=2)[C:13](=[O:27])[C:14]2[CH:19]=[CH:18][C:17]([O:20][C:21]3[CH:26]=[CH:25][CH:24]=[CH:23][CH:22]=3)=[CH:16][CH:15]=2)=[CH:8][C:3]=1[C:4]([O:6]C)=[O:5]. The catalyst is CO. The product is [OH:1][C:2]1[CH:11]=[CH:10][C:9]([N:12]([CH2:28][C:29]2[CH:34]=[CH:33][C:32]([O:35][CH3:36])=[CH:31][CH:30]=2)[C:13](=[O:27])[C:14]2[CH:15]=[CH:16][C:17]([O:20][C:21]3[CH:26]=[CH:25][CH:24]=[CH:23][CH:22]=3)=[CH:18][CH:19]=2)=[CH:8][C:3]=1[C:4]([OH:6])=[O:5]. The yield is 0.370.